From a dataset of Full USPTO retrosynthesis dataset with 1.9M reactions from patents (1976-2016). Predict the reactants needed to synthesize the given product. (1) Given the product [NH2:21][C:22]1[CH:23]=[C:24]2[C:29](=[CH:30][CH:31]=1)[C:27](=[C:3]1[C:4]3[C:9](=[CH:8][CH:7]=[CH:6][CH:5]=3)[NH:1][C:2]1=[O:10])[O:26][CH2:25]2, predict the reactants needed to synthesize it. The reactants are: [NH:1]1[C:9]2[C:4](=[CH:5][CH:6]=[CH:7][CH:8]=2)[CH2:3][C:2]1=[O:10].C[Si](C)(C)N[Si](C)(C)C.[Na].[NH2:21][C:22]1[CH:23]=[C:24]2[C:29](=[CH:30][CH:31]=1)[C:27](=O)[O:26][CH2:25]2.Cl.C([O-])(O)=O.[Na+]. (2) The reactants are: [CH3:1][C:2]1[CH:7]=[CH:6][C:5]([S:8]([O:11][CH2:12][CH:13]2[CH2:17][C:16]3[CH:18]=[CH:19][CH:20]=[C:21](Br)[C:15]=3[O:14]2)(=[O:10])=[O:9])=[CH:4][CH:3]=1.[F:23][C:24]1[CH:29]=[CH:28][C:27](B(O)O)=[CH:26][CH:25]=1.C(=O)([O-])[O-].[K+].[K+]. Given the product [CH3:1][C:2]1[CH:7]=[CH:6][C:5]([S:8]([O:11][CH2:12][CH:13]2[CH2:17][C:16]3[CH:18]=[CH:19][CH:20]=[C:21]([C:27]4[CH:28]=[CH:29][C:24]([F:23])=[CH:25][CH:26]=4)[C:15]=3[O:14]2)(=[O:10])=[O:9])=[CH:4][CH:3]=1, predict the reactants needed to synthesize it. (3) Given the product [Si:36]([O:24][CH2:23][CH:14]1[N:13]([S:10]([C:6]2[CH:7]=[CH:8][CH:9]=[C:4]([N+:1]([O-:3])=[O:2])[CH:5]=2)(=[O:12])=[O:11])[C:18]2[CH:19]=[CH:20][CH:21]=[CH:22][C:17]=2[O:16][CH2:15]1)([C:32]([CH3:35])([CH3:34])[CH3:33])([CH3:38])[CH3:37], predict the reactants needed to synthesize it. The reactants are: [N+:1]([C:4]1[CH:5]=[C:6]([S:10]([N:13]2[C:18]3[CH:19]=[CH:20][CH:21]=[CH:22][C:17]=3[O:16][CH2:15][CH:14]2[CH2:23][OH:24])(=[O:12])=[O:11])[CH:7]=[CH:8][CH:9]=1)([O-:3])=[O:2].C(N(CC)CC)C.[C:32]([Si:36](Cl)([CH3:38])[CH3:37])([CH3:35])([CH3:34])[CH3:33].O. (4) Given the product [CH3:11][CH:12]1[CH2:17][N:16]2[N:18]=[CH:19][C:20]([N:21]3[CH2:25][CH2:24][CH2:23][C:22]3=[O:26])=[C:15]2[CH2:14][N:13]1[C:37]([NH:5][C:4]1[CH:3]=[C:2]([F:1])[C:8]([F:9])=[C:7]([F:10])[CH:6]=1)=[O:41], predict the reactants needed to synthesize it. The reactants are: [F:1][C:2]1[CH:3]=[C:4]([CH:6]=[C:7]([F:10])[C:8]=1[F:9])[NH2:5].[CH3:11][CH:12]1[CH2:17][N:16]2[N:18]=[CH:19][C:20]([N:21]3[CH2:25][CH2:24][CH2:23][C:22]3=[O:26])=[C:15]2[CH2:14][NH:13]1.N1N2CCNCC2=C(N2CCC[C:37]2=[O:41])C=1. (5) Given the product [C:18]([N:13]1[C:12]([C:32]2[CH:33]=[CH:34][S:30][CH:31]=2)=[C:11]2[C:15]([CH2:16][CH2:17][NH:8][CH2:9][CH2:10]2)=[N:14]1)([CH3:19])([CH3:20])[CH3:21], predict the reactants needed to synthesize it. The reactants are: C(OC([N:8]1[CH2:17][CH2:16][C:15]2[C:11](=[C:12](OS(C(F)(F)F)(=O)=O)[N:13]([C:18]([CH3:21])([CH3:20])[CH3:19])[N:14]=2)[CH2:10][CH2:9]1)=O)(C)(C)C.[S:30]1[CH:34]=[CH:33][C:32](B(O)O)=[CH:31]1. (6) Given the product [C:19]([C:20]1[CH:25]=[CH:24][C:23]([C:2]([F:11])([F:1])[C:3]([C:5]2[CH:6]=[CH:7][CH:8]=[CH:9][CH:10]=2)=[O:4])=[CH:22][CH:21]=1)(=[O:26])[C:16]1[CH:17]=[CH:18][CH:13]=[CH:14][CH:15]=1, predict the reactants needed to synthesize it. The reactants are: [F:1][CH:2]([F:11])[C:3]([C:5]1[CH:10]=[CH:9][CH:8]=[CH:7][CH:6]=1)=[O:4].Br[C:13]1[CH:18]=[CH:17][C:16]([C:19](=[O:26])[C:20]2[CH:25]=[CH:24][CH:23]=[CH:22][CH:21]=2)=[CH:15][CH:14]=1.